From a dataset of Aqueous solubility values for 9,982 compounds from the AqSolDB database. Regression/Classification. Given a drug SMILES string, predict its absorption, distribution, metabolism, or excretion properties. Task type varies by dataset: regression for continuous measurements (e.g., permeability, clearance, half-life) or binary classification for categorical outcomes (e.g., BBB penetration, CYP inhibition). For this dataset (solubility_aqsoldb), we predict Y. (1) The compound is O=C(Nc1ccc(Cl)cc1)c1cc2ccccc2cc1O. The Y is -5.47 log mol/L. (2) The compound is COC(C)COC(C)CO. The Y is 0.829 log mol/L. (3) The molecule is COc1ccc(C=O)cc1O. The Y is -1.83 log mol/L. (4) The drug is CCCC(=O)OCn1c(=O)[nH]cc(F)c1=O. The Y is -1.13 log mol/L. (5) The molecule is COP(=S)(OC)Oc1cc(Cl)c(Br)cc1Cl. The Y is -6.09 log mol/L. (6) The drug is CCCC(=O)Oc1ccc([N+](=O)[O-])cc1. The Y is -3.94 log mol/L. (7) The compound is COc1ccc(NC(=N)Nc2ccc(OC)cc2)cc1. The Y is -2.73 log mol/L. (8) The compound is CCNC(=O)[C@H](C)OC(=O)Nc1ccccc1. The Y is -1.83 log mol/L.